From a dataset of Full USPTO retrosynthesis dataset with 1.9M reactions from patents (1976-2016). Predict the reactants needed to synthesize the given product. Given the product [CH:8]1[C:9]2[C:3](=[C:19]([NH2:20])[N:36]=[C:11]3[CH:12]=[CH:13][CH:14]=[CH:15][C:10]3=2)[N:4]=[CH:5][CH:6]=1, predict the reactants needed to synthesize it. The reactants are: ClC1[C:3]([C:19]#[N:20])=[N:4][CH:5]=[C:6]([C:8]#[C:9][C:10]2[CH:15]=[CH:14][C:13](OC)=[CH:12][C:11]=2C)C=1.[Si](OCC1C=CC(B2OC(C)(C)C(C)(C)O2)=C([NH:36]C(=O)OC(C)(C)C)C=1)(C(C)(C)C)(C)C.[O-]P([O-])([O-])=O.[K+].[K+].[K+].C1(P(C2CCCCC2)C2C=CC=CC=2C2C(OC)=CC=CC=2OC)CCCCC1.